Dataset: B-cell epitopes from IEDB database with 3,159 antigens for binding position prediction. Task: Token-level Classification. Given an antigen amino acid sequence, predict which amino acid positions are active epitope sites capable of antibody binding. Output is a list of indices for active positions. (1) Given the antigen sequence: SVVGWGPHSLHACPALVLSNDVTIDAWCPLCGPHERLQFERIDTTLTCETHRINWTADGRPCGLNGTLFPRLHVSETRPQGPQRVWINCPLPVVRAQPGPVSLSPFERSPFQPYQCQLPSASSDGCPIIGHGLLPWNNLVTHPVLGKVLILNQMANFSLLPSFDTLLVDPLRLSVFAPDTRGAIRYLSTLLTLCPATCILPLGEPFSPNVPICRFPRDSNEPPLSEFELPPIQTPGLSWSVPAIDLFLTGPPSPCDRLHVWSSPQALQRFLHDPTLTWSELVASRKIRLDSPLKLQLLENEWLSRLF, which amino acid positions are active epitope sites? The epitope positions are: [218, 219, 220, 221, 222, 223, 224, 225, 226, 227, 228, 229, 230, 231, 232, 233, 234, 235, 236, 237]. The amino acids at these positions are: SNEPPLSEFELPPIQTPGLS. (2) Given the antigen sequence: MGDVIHRMLTATQYVAPLMANFNPGYSDNSTVVYFDNGTVFVVQWDHVYLQGWEDKGSFTFQAALHHDGRIVFAYKEIPMSVPEISSSQHPVKTGLSDAFMILNPSPDVPESRRRSIFEYHRIELDPSKVTSMSAVEFTPLPTCLQHRSCDACMSSDLTFNCSWCHVLQRCSSGFDRYRQEWMDYGCAQEAEGRMCEDFQDEDHDSASPDTSFSPYDGDLTTTSSSLFIDSLTTEDDTKLNPYAGGDGLQNNLSPKTKGTPVHLGTIVGIVLAVLLVAAIILAGIYINGHPTSNAALFFIERRPHHWPAMKFRSHPDHSTYAEVEPSGHEKEGFMEAEQC, which amino acid positions are active epitope sites? The epitope positions are: [160, 161, 162, 163, 164, 165, 166, 167, 168, 169, 170, 171]. The amino acids at these positions are: NCSWCHVLQRCS. (3) Given the antigen sequence: MNTSVPPAVSPNITVLAPGKGPWQVAFIGITTGLLSLATVTGNLLVLISFKVNTELKTVNNYFLLSLACADLIIGTFSMNLYTTYLLMGHWALGTLACDLWLALDYVASNASVMNLLLISFDRYFSVTRPLSYRAKRTPRRAALMIGLAWLVSFVLWAPAILFWQYLVGERTVLAGQCYIQFLSQPIITFGTAMAAFYLPVTVMCTLYWRIYRETENRARELAALQGSETPGKGGGSSSSSERSQPGAEGSPESPPGRCCRCCRAPRLLQAYSWKEEEEEDEGSMESLTSSEGEEPGSEVVIKMPMVDSEAQAPTKQPPKSSPNTVKRPTKKGRDRGGKGQKPRGKEQLAKRKTFSLVKEKKAARTLSAILLAFILTWTPYNIMVLVSTFCKDCVPETLWELGYWLCYVNSTVNPMCYALCNKAFRDTFRLLLLCRWDKRRWRKIPKRPGSVHRTPSRQC, which amino acid positions are active epitope sites? The epitope positions are: [442, 443, 444, 445, 446, 447, 448, 449, 450, 451, 452, 453, 454, 455, 456, 457, 458]. The amino acids at these positions are: RKIPKRPGSVHRTPSRQ. (4) Given the antigen sequence: MKKRPKPGGGWNTGGSRYPGQGSPGGNRYPSQGGGGWGQPHGGGWGQPHGGGWGQPHGGGWGQPHGGGGWGQGGTHSQWNKPSKPKTNMKHMAGAAAAGAVVGGLGGYMLGSAMSRPLIHFGNDYEDRYYRENMHRYPNQVYYRPVDQYSNQNNFVHDCVNITVKEHTVTTTTKGENFTETDIKMMERVVEQMCITQYQRESQAYYQRGAS, which amino acid positions are active epitope sites? The epitope positions are: [68, 69, 70, 71, 72, 73, 74, 75, 76, 77, 78, 79]. The amino acids at these positions are: GWGQGGTHSQWN.